Task: Predict the product of the given reaction.. Dataset: Forward reaction prediction with 1.9M reactions from USPTO patents (1976-2016) Given the reactants [Br:1][C:2]1[CH:14]=[C:13]2[C:5]([C:6]3[CH:7]=[C:8]([C:15]([O:17]CC)=[O:16])[CH:9]=[CH:10][C:11]=3[NH:12]2)=[C:4]([C:20](=[O:22])[NH2:21])[CH:3]=1.C(=O)([O-])[O-].[K+].[K+].C1OCCOCCOCCOCCOCCOC1.Br[CH2:48][C:49]1[CH:54]=[CH:53][CH:52]=[CH:51][CH:50]=1, predict the reaction product. The product is: [CH2:48]([N:12]1[C:11]2[CH:10]=[CH:9][C:8]([C:15]([OH:17])=[O:16])=[CH:7][C:6]=2[C:5]2[C:13]1=[CH:14][C:2]([Br:1])=[CH:3][C:4]=2[C:20](=[O:22])[NH2:21])[C:49]1[CH:54]=[CH:53][CH:52]=[CH:51][CH:50]=1.